Dataset: Aqueous solubility values for 9,982 compounds from the AqSolDB database. Task: Regression/Classification. Given a drug SMILES string, predict its absorption, distribution, metabolism, or excretion properties. Task type varies by dataset: regression for continuous measurements (e.g., permeability, clearance, half-life) or binary classification for categorical outcomes (e.g., BBB penetration, CYP inhibition). For this dataset (solubility_aqsoldb), we predict Y. (1) The drug is Clc1c(Cl)c(Cl)c(Cl)c(Cl)c1Cl. The Y is -7.56 log mol/L. (2) The compound is Nc1ccc(C(=O)O)c(O)c1. The Y is -1.96 log mol/L. (3) The molecule is Clc1ccc2c(c1)Oc1ccccc1O2. The Y is -5.84 log mol/L. (4) The molecule is COC12C(COC(N)=O)C3=C(C(=O)C(C)=C(N)C3=O)N1CC1NC12. The Y is -2.56 log mol/L.